From a dataset of NCI-60 drug combinations with 297,098 pairs across 59 cell lines. Regression. Given two drug SMILES strings and cell line genomic features, predict the synergy score measuring deviation from expected non-interaction effect. (1) Drug 1: C1=CC=C(C=C1)NC(=O)CCCCCCC(=O)NO. Drug 2: CC(C)(C1=NC(=CC=C1)N2C3=NC(=NC=C3C(=O)N2CC=C)NC4=CC=C(C=C4)N5CCN(CC5)C)O. Cell line: NCI-H460. Synergy scores: CSS=51.2, Synergy_ZIP=-0.520, Synergy_Bliss=-0.343, Synergy_Loewe=-4.53, Synergy_HSA=1.91. (2) Drug 1: CC=C1C(=O)NC(C(=O)OC2CC(=O)NC(C(=O)NC(CSSCCC=C2)C(=O)N1)C(C)C)C(C)C. Drug 2: CCN(CC)CCCC(C)NC1=C2C=C(C=CC2=NC3=C1C=CC(=C3)Cl)OC. Cell line: MOLT-4. Synergy scores: CSS=76.7, Synergy_ZIP=0.743, Synergy_Bliss=1.41, Synergy_Loewe=-30.1, Synergy_HSA=0.622. (3) Drug 1: CC(CN1CC(=O)NC(=O)C1)N2CC(=O)NC(=O)C2. Drug 2: CC1CCCC2(C(O2)CC(NC(=O)CC(C(C(=O)C(C1O)C)(C)C)O)C(=CC3=CSC(=N3)C)C)C. Cell line: K-562. Synergy scores: CSS=17.4, Synergy_ZIP=-6.37, Synergy_Bliss=-0.678, Synergy_Loewe=-0.989, Synergy_HSA=0.0744.